This data is from Forward reaction prediction with 1.9M reactions from USPTO patents (1976-2016). The task is: Predict the product of the given reaction. (1) Given the reactants Br[C:2]1[CH:3]=[C:4]2[C:9](=[CH:10][CH:11]=1)[C:8]([C:12]([F:15])([F:14])[F:13])=[C:7]([O:16][C@H:17]1[CH2:22][CH2:21][C@H:20]([C:23]([CH3:26])([CH3:25])[CH3:24])[CH2:19][CH2:18]1)[CH:6]=[CH:5]2.[Li]CCCC.CN([CH:35]=[O:36])C.[NH4+].[Cl-], predict the reaction product. The product is: [C:23]([C@H:20]1[CH2:21][CH2:22][C@H:17]([O:16][C:7]2[C:8]([C:12]([F:14])([F:15])[F:13])=[C:9]3[C:4](=[CH:5][CH:6]=2)[CH:3]=[C:2]([CH:35]=[O:36])[CH:11]=[CH:10]3)[CH2:18][CH2:19]1)([CH3:25])([CH3:26])[CH3:24]. (2) Given the reactants [C:1]([O:5][C:6]([N:8]1[CH2:13][CH2:12][N:11]([C:14]2[CH:19]=[CH:18][CH:17]=[C:16]([C:20]3[NH:24][C:23]4[CH:25]=[CH:26][CH:27]=[CH:28][C:22]=4[N:21]=3)[CH:15]=2)[CH2:10][CH2:9]1)=[O:7])([CH3:4])([CH3:3])[CH3:2].[H-].[Na+].[CH3:31]I.Cl, predict the reaction product. The product is: [C:1]([O:5][C:6]([N:8]1[CH2:13][CH2:12][N:11]([C:14]2[CH:19]=[CH:18][CH:17]=[C:16]([C:20]3[N:21]([CH3:31])[C:22]4[CH:28]=[CH:27][CH:26]=[CH:25][C:23]=4[N:24]=3)[CH:15]=2)[CH2:10][CH2:9]1)=[O:7])([CH3:4])([CH3:2])[CH3:3]. (3) Given the reactants I[C:2]1[CH:3]=[N:4][N:5]([CH2:7][CH2:8][C@@:9]([CH3:19])([S:15]([CH3:18])(=[O:17])=[O:16])[C:10]([O:12][CH2:13][CH3:14])=[O:11])[CH:6]=1.[C:20]1(B(O)O)[CH2:25][CH2:24][CH2:23][CH2:22][CH:21]=1.[F-].[Cs+], predict the reaction product. The product is: [C:20]1([C:2]2[CH:3]=[N:4][N:5]([CH2:7][CH2:8][C@@:9]([CH3:19])([S:15]([CH3:18])(=[O:17])=[O:16])[C:10]([O:12][CH2:13][CH3:14])=[O:11])[CH:6]=2)[CH2:25][CH2:24][CH2:23][CH2:22][CH:21]=1.